This data is from Full USPTO retrosynthesis dataset with 1.9M reactions from patents (1976-2016). The task is: Predict the reactants needed to synthesize the given product. (1) Given the product [Cl:1][C:2]1[CH:3]=[CH:4][C:5]([S:10]([CH2:13][CH3:14])(=[O:12])=[O:11])=[C:6]([NH:8][NH:9][C:22]([C:21]2[C:17]([C:16]([F:26])([F:15])[F:25])=[N:18][NH:19][CH:20]=2)=[O:23])[CH:7]=1, predict the reactants needed to synthesize it. The reactants are: [Cl:1][C:2]1[CH:3]=[CH:4][C:5]([S:10]([CH2:13][CH3:14])(=[O:12])=[O:11])=[C:6]([NH:8][NH2:9])[CH:7]=1.[F:15][C:16]([F:26])([F:25])[C:17]1[C:21]([C:22](O)=[O:23])=[CH:20][NH:19][N:18]=1. (2) Given the product [OH:20][NH:19][C:1](=[NH:2])[CH2:3][N:4]1[CH2:9][CH2:8][N:7]([C:10]([O:12][C:13]([CH3:15])([CH3:14])[CH3:16])=[O:11])[C@H:6]([CH3:17])[CH2:5]1, predict the reactants needed to synthesize it. The reactants are: [C:1]([CH2:3][N:4]1[CH2:9][CH2:8][N:7]([C:10]([O:12][C:13]([CH3:16])([CH3:15])[CH3:14])=[O:11])[C@H:6]([CH3:17])[CH2:5]1)#[N:2].Cl.[NH2:19][OH:20].CN(C)C(=N)N(C)C.CCOC(C)=O. (3) Given the product [Cl:15][C:16]1[CH:21]=[CH:20][C:19]([C:2]2[CH:3]=[CH:4][C:5]([O:10][C:11]([F:14])([F:13])[F:12])=[C:6]([CH:7]=[O:8])[CH:9]=2)=[C:18]([F:25])[CH:17]=1, predict the reactants needed to synthesize it. The reactants are: Br[C:2]1[CH:3]=[CH:4][C:5]([O:10][C:11]([F:14])([F:13])[F:12])=[C:6]([CH:9]=1)[CH:7]=[O:8].[Cl:15][C:16]1[CH:21]=[CH:20][C:19](B(O)O)=[C:18]([F:25])[CH:17]=1. (4) Given the product [C:10]([NH:26][C:24]([C:6]1[CH:5]=[C:9]([C:10]2[CH:11]=[CH:12][C:13]([CH2:16][NH:17][S:28]([CH3:27])(=[O:30])=[O:29])=[CH:14][CH:15]=2)[N:8]([C:18]2[CH:19]=[N:20][CH:21]=[CH:22][CH:23]=2)[N:7]=1)=[O:25])([CH3:15])([CH3:11])[CH3:9], predict the reactants needed to synthesize it. The reactants are: C([C:5]1[C:6]([C:24]([NH2:26])=[O:25])=[N:7][N:8]([C:18]2[CH:19]=[N:20][CH:21]=[CH:22][CH:23]=2)[C:9]=1[C:10]1[CH:15]=[CH:14][C:13]([CH2:16][NH2:17])=[CH:12][CH:11]=1)(C)(C)C.[CH3:27][S:28](Cl)(=[O:30])=[O:29]. (5) Given the product [Cl:15][C:12]1[CH:13]=[CH:14][C:9]([CH2:8][O:3][CH2:2][CH2:1][OH:4])=[CH:10][CH:11]=1, predict the reactants needed to synthesize it. The reactants are: [CH2:1]([OH:4])[CH2:2][OH:3].[H-].[Na+].Br[CH2:8][C:9]1[CH:14]=[CH:13][C:12]([Cl:15])=[CH:11][CH:10]=1.O.